This data is from Full USPTO retrosynthesis dataset with 1.9M reactions from patents (1976-2016). The task is: Predict the reactants needed to synthesize the given product. (1) Given the product [CH:1]1([O:7][C:8]2[CH:9]=[C:10]3[C:15](=[CH:16][CH:17]=2)[N:14]=[C:13]([CH2:18][N:19]2[CH2:20][CH2:21][CH:22]([C:25]([OH:27])=[O:26])[CH2:23][CH2:24]2)[CH:12]=[CH:11]3)[CH2:2][CH2:3][CH2:4][CH2:5][CH2:6]1, predict the reactants needed to synthesize it. The reactants are: [CH:1]1([O:7][C:8]2[CH:9]=[C:10]3[C:15](=[CH:16][CH:17]=2)[N:14]=[C:13]([CH2:18][N:19]2[CH2:24][CH2:23][CH:22]([C:25]([O:27]CC)=[O:26])[CH2:21][CH2:20]2)[CH:12]=[CH:11]3)[CH2:6][CH2:5][CH2:4][CH2:3][CH2:2]1.[OH-].[Na+]. (2) The reactants are: Cl.Cl[CH2:3][C:4]1[CH:8]=[C:7]([CH3:9])[N:6]([CH3:10])[N:5]=1.[I:11][C:12]1[C:20]2[C:15](=[CH:16][CH:17]=[CH:18][C:19]=2[N+:21]([O-:23])=[O:22])[NH:14][N:13]=1.C([O-])([O-])=O.[K+].[K+]. Given the product [CH3:10][N:6]1[C:7]([CH3:9])=[CH:8][C:4]([CH2:3][N:14]2[C:15]3[C:20](=[C:19]([N+:21]([O-:23])=[O:22])[CH:18]=[CH:17][CH:16]=3)[C:12]([I:11])=[N:13]2)=[N:5]1, predict the reactants needed to synthesize it. (3) Given the product [NH:1]([C:28]([O:30][CH2:31][CH:32]1[C:44]2[C:39](=[CH:40][CH:41]=[CH:42][CH:43]=2)[C:38]2[C:33]1=[CH:34][CH:35]=[CH:36][CH:37]=2)=[O:29])[C@H:2]([C:25]([OH:27])=[O:26])[CH2:3][CH2:4][CH2:5][CH2:6][NH:7][C:8]([O:10][CH2:11][CH:12]1[C:24]2[C:19](=[CH:20][CH:21]=[CH:22][CH:23]=2)[C:18]2[C:13]1=[CH:14][CH:15]=[CH:16][CH:17]=2)=[O:9].[NH:45]([C:53]([O:55][C:56]([CH3:58])([CH3:57])[CH3:59])=[O:54])[C@H:46]([C:50]([OH:52])=[O:51])[CH:47]([CH3:49])[CH3:48], predict the reactants needed to synthesize it. The reactants are: [NH:1]([C:28]([O:30][CH2:31][CH:32]1[C:44]2[C:39](=[CH:40][CH:41]=[CH:42][CH:43]=2)[C:38]2[C:33]1=[CH:34][CH:35]=[CH:36][CH:37]=2)=[O:29])[C@H:2]([C:25]([OH:27])=[O:26])[CH2:3][CH2:4][CH2:5][CH2:6][NH:7][C:8]([O:10][CH2:11][CH:12]1[C:24]2[C:19](=[CH:20][CH:21]=[CH:22][CH:23]=2)[C:18]2[C:13]1=[CH:14][CH:15]=[CH:16][CH:17]=2)=[O:9].[NH:45]([C:53]([O:55][C:56]([CH3:59])([CH3:58])[CH3:57])=[O:54])[C@H:46]([C:50]([OH:52])=[O:51])[CH:47]([CH3:49])[CH3:48]. (4) Given the product [Br:1][C:2]1[CH:3]=[CH:4][C:5]2[C@H:10]([CH2:11][C:12]([OH:14])=[O:13])[O:9][CH2:8][CH2:7][C:6]=2[CH:15]=1, predict the reactants needed to synthesize it. The reactants are: [Br:1][C:2]1[CH:3]=[CH:4][C:5]2[CH:10]([CH2:11][C:12]([OH:14])=[O:13])[O:9][CH2:8][CH2:7][C:6]=2[CH:15]=1.CC1C=CC([C@H](N)C)=CC=1.Cl. (5) Given the product [OH2:12].[OH2:1].[OH2:12].[OH2:12].[OH2:12].[OH2:12].[Cl-:7].[Cr+3:8].[Cl-:7].[Cl-:7].[Cr:8], predict the reactants needed to synthesize it. The reactants are: [OH2:1].O.O.O.O.O.[Cl-:7].[Cr+3:8].[Cl-].[Cl-].[Cl-].[OH:12]CC[N+](C)(C)C.O.O.[F-].C([N+](CC)(CC)CC)C.O.O.O.O.O.[OH-].C[N+](C)(C)C. (6) The reactants are: [Cl:1][C:2]1[CH:10]=[C:9]2[C:5]([CH2:6][C:7](=[O:11])[NH:8]2)=[CH:4][C:3]=1[CH:12](O)[CH2:13][Cl:14].C([SiH](CC)CC)C. Given the product [Cl:1][C:2]1[CH:10]=[C:9]2[C:5]([CH2:6][C:7](=[O:11])[NH:8]2)=[CH:4][C:3]=1[CH2:12][CH2:13][Cl:14], predict the reactants needed to synthesize it.